From a dataset of Reaction yield outcomes from USPTO patents with 853,638 reactions. Predict the reaction yield, written as a fraction of the theoretical maximum amount of product (1.0 means a 100% yield; for example, 0.34 means a 34% yield). (1) The reactants are [Cl:1][CH2:2][CH2:3][C:4]([C:6]1[CH:11]=[CH:10][C:9]([F:12])=[CH:8][CH:7]=1)=[O:5].[NH4+].[Cl-].I[CH2:16][C:17]([CH3:19])=[CH2:18]. The catalyst is C1COCC1.[Zn]. The product is [Cl:1][CH2:2][CH2:3][C:4]([C:6]1[CH:7]=[CH:8][C:9]([F:12])=[CH:10][CH:11]=1)([OH:5])[CH2:18][C:17]([CH3:19])=[CH2:16]. The yield is 0.760. (2) The product is [N:21]1[CH:22]=[CH:23][CH:24]=[CH:25][C:20]=1[C:16]1[CH:15]=[C:14]([C:13]2[O:26][C:2]3[C:3]([C:4]([O:6][CH3:7])=[O:5])=[CH:8][CH:9]=[CH:10][C:11]=3[N:12]=2)[CH:19]=[CH:18][CH:17]=1. The reactants are O[C:2]1[C:11]([NH:12][C:13](=[O:26])[C:14]2[CH:19]=[CH:18][CH:17]=[C:16]([C:20]3[CH:25]=[CH:24][CH:23]=[CH:22][N:21]=3)[CH:15]=2)=[CH:10][CH:9]=[CH:8][C:3]=1[C:4]([O:6][CH3:7])=[O:5].CC1C=CC(S(O)(=O)=O)=CC=1. The yield is 0.200. The catalyst is C1(C)C=CC=CC=1. (3) The reactants are [CH3:1][C:2]1[C:7]([N:8]2[C:17](=[O:18])[C:16]3[C:11](=[CH:12][CH:13]=[CH:14][CH:15]=3)[N:10]=[CH:9]2)=[CH:6][CH:5]=[CH:4][C:3]=1[C:19]1[CH:27]=[CH:26][C:25]([C:28]([NH2:30])=[O:29])=[C:24]2[C:20]=1[C:21]1[CH2:34][N:33](C(C3C=CC=CC=3)(C3C=CC=CC=3)C3C=CC=CC=3)[CH2:32][CH2:31][C:22]=1[NH:23]2.CCOC(C)=O.Cl. The catalyst is CO. The product is [CH3:1][C:2]1[C:7]([N:8]2[C:17](=[O:18])[C:16]3[C:11](=[CH:12][CH:13]=[CH:14][CH:15]=3)[N:10]=[CH:9]2)=[CH:6][CH:5]=[CH:4][C:3]=1[C:19]1[CH:27]=[CH:26][C:25]([C:28]([NH2:30])=[O:29])=[C:24]2[C:20]=1[C:21]1[CH2:34][NH:33][CH2:32][CH2:31][C:22]=1[NH:23]2. The yield is 0.900. (4) The reactants are [Br:1][C:2]1[CH:6]=[N:5][N:4]([CH3:7])[C:3]=1[C:8]1[CH:19]=[C:18]([N+:20]([O-])=O)[CH:17]=[CH:16][C:9]=1[O:10][CH2:11][CH2:12][N:13]([CH3:15])[CH3:14].O.O.Cl[Sn]Cl. The catalyst is CCO. The product is [Br:1][C:2]1[CH:6]=[N:5][N:4]([CH3:7])[C:3]=1[C:8]1[CH:19]=[C:18]([NH2:20])[CH:17]=[CH:16][C:9]=1[O:10][CH2:11][CH2:12][N:13]([CH3:14])[CH3:15]. The yield is 0.560. (5) The reactants are [NH2:1][C:2]1[CH:15]=[C:14]2[C:16]3[C:17]4[C:11]([C:12](=[O:19])[C:13]2=[O:18])=[CH:10][CH:9]=[CH:8][C:7]=4[C:6](=[O:20])[C:5](=[O:21])[C:4]=3[CH:3]=1.[Cl-].N1[CH:28]=[CH:27][CH:26]=CC=1.C1OC(=O)[O:31][CH:30]1CO. The catalyst is CO. The product is [CH:3]1[C:4]2=[C:16]3[C:17]4[C:11](=[CH:10][CH:9]=[CH:8][C:7]=4[C:6](=[O:20])[C:5]2=[O:21])[C:12](=[O:19])[C:13](=[O:18])[C:14]3=[CH:15][C:2]=1[NH:1][C:30](=[O:31])[C:27]([CH3:26])=[CH2:28]. The yield is 0.520. (6) The catalyst is ClCCl. The yield is 0.710. The reactants are [CH2:1]([O:3][C:4](=[O:17])[CH2:5][C:6]1[NH:11][C:10]2[CH:12]=[CH:13][C:14]([NH2:16])=[CH:15][C:9]=2[S:8][CH:7]=1)[CH3:2].C(N(CC)CC)C.[CH3:25][S:26](Cl)(=[O:28])=[O:27]. The product is [CH2:1]([O:3][C:4](=[O:17])[CH2:5][C:6]1[NH:11][C:10]2[CH:12]=[CH:13][C:14]([NH:16][S:26]([CH3:25])(=[O:28])=[O:27])=[CH:15][C:9]=2[S:8][CH:7]=1)[CH3:2].